Dataset: Catalyst prediction with 721,799 reactions and 888 catalyst types from USPTO. Task: Predict which catalyst facilitates the given reaction. (1) Reactant: [Br:1][C:2]1[CH:3]=[C:4]([NH2:10])[CH:5]=[N:6][C:7]=1[O:8][CH3:9].CCN(C(C)C)C(C)C.Br[CH2:21][CH2:22][O:23][CH2:24][CH2:25]Br. Product: [Br:1][C:2]1[CH:3]=[C:4]([N:10]2[CH2:25][CH2:24][O:23][CH2:22][CH2:21]2)[CH:5]=[N:6][C:7]=1[O:8][CH3:9]. The catalyst class is: 3. (2) Reactant: [CH:1]1[CH:9]=[CH:8][C:7]2[CH2:10][CH2:11][N:5]3[C:6]=2[C:2]=1[C@H:3]1[CH2:15][N:14]([C:16]([O:18][C:19]([CH3:22])([CH3:21])[CH3:20])=[O:17])[CH2:13][CH2:12][C@H:4]13.C1C(=O)N([Br:30])C(=O)C1.O.CCOC(C)=O. Product: [Br:30][C:9]1[CH:1]=[C:2]2[C:6]3=[C:7]([CH2:10][CH2:11][N:5]3[C@@H:4]3[CH2:12][CH2:13][N:14]([C:16]([O:18][C:19]([CH3:22])([CH3:21])[CH3:20])=[O:17])[CH2:15][C@H:3]23)[CH:8]=1. The catalyst class is: 3. (3) Reactant: [Br:1][C:2]1[S:6][C:5]([C@@:7]2([CH2:15][C:16]([OH:18])=[O:17])[CH2:12][CH2:11][CH2:10][CH2:9][S:8]2(=[O:14])=[O:13])=[CH:4][CH:3]=1.[CH3:19][O:20][C:21]1[CH:28]=[CH:27][C:24]([CH2:25]O)=[CH:23][CH:22]=1.Cl.C(N=C=NCCCN(C)C)C. Product: [Br:1][C:2]1[S:6][C:5]([C@@:7]2([CH2:15][C:16]([O:18][CH2:25][C:24]3[CH:27]=[CH:28][C:21]([O:20][CH3:19])=[CH:22][CH:23]=3)=[O:17])[CH2:12][CH2:11][CH2:10][CH2:9][S:8]2(=[O:14])=[O:13])=[CH:4][CH:3]=1. The catalyst class is: 112. (4) Reactant: [Cl:1][C:2]1[CH:10]=[C:9]2[C:5]([C:6]([CH2:18][C:19]3[CH:24]=[CH:23][CH:22]=[C:21]([Cl:25])[CH:20]=3)([CH:12]3[CH2:17][CH2:16][CH2:15][NH:14][CH2:13]3)[C:7](=[O:11])[NH:8]2)=[CH:4][CH:3]=1.C(N(CC)CC)C.[CH3:33][O:34][C:35]([C:37]1[CH:42]=[CH:41][C:40]([N:43]=[C:44]=[O:45])=[CH:39][N:38]=1)=[O:36]. Product: [CH3:33][O:34][C:35]([C:37]1[CH:42]=[CH:41][C:40]([NH:43][C:44]([N:14]2[CH2:15][CH2:16][CH2:17][CH:12]([C:6]3([CH2:18][C:19]4[CH:24]=[CH:23][CH:22]=[C:21]([Cl:25])[CH:20]=4)[C:5]4[C:9](=[CH:10][C:2]([Cl:1])=[CH:3][CH:4]=4)[NH:8][C:7]3=[O:11])[CH2:13]2)=[O:45])=[CH:39][N:38]=1)=[O:36]. The catalyst class is: 4. (5) Reactant: C(Cl)(=O)C(Cl)=O.CS(C)=O.[OH:11][C@H:12]1[CH2:16][CH2:15][CH2:14][C@@H:13]1[NH:17][C:18](=[O:24])[O:19][C:20]([CH3:23])([CH3:22])[CH3:21].C(N(CC)CC)C. Product: [O:11]=[C:12]1[CH2:16][CH2:15][CH2:14][C@@H:13]1[NH:17][C:18](=[O:24])[O:19][C:20]([CH3:22])([CH3:21])[CH3:23]. The catalyst class is: 20.